From a dataset of Forward reaction prediction with 1.9M reactions from USPTO patents (1976-2016). Predict the product of the given reaction. (1) Given the reactants Cl.[CH2:2]([N:9]1[CH2:16][CH:15]2[CH:11]([CH2:12][NH:13][CH2:14]2)[CH2:10]1)[C:3]1[CH:8]=[CH:7][CH:6]=[CH:5][CH:4]=1.C(N(C(C)C)CC)(C)C.Cl[C:27]1[CH:32]=[CH:31][C:30]2=[N:33][N:34]=[C:35]([C:36]([F:39])([F:38])[F:37])[N:29]2[N:28]=1, predict the reaction product. The product is: [CH2:2]([N:9]1[CH2:10][CH:11]2[CH2:12][N:13]([C:27]3[CH:32]=[CH:31][C:30]4=[N:33][N:34]=[C:35]([C:36]([F:39])([F:37])[F:38])[N:29]4[N:28]=3)[CH2:14][CH:15]2[CH2:16]1)[C:3]1[CH:8]=[CH:7][CH:6]=[CH:5][CH:4]=1. (2) The product is: [NH2:5][C:4]1[C:3]2[C:2](=[CH:9][CH:8]=[CH:7][C:6]=2[CH:10]2[CH2:11][CH2:12]2)[N:1]=[C:14]([CH3:21])[C:15]=1[C:16]([O:18][CH2:19][CH3:20])=[O:17]. Given the reactants [NH2:1][C:2]1[CH:9]=[CH:8][CH:7]=[C:6]([CH:10]2[CH2:12][CH2:11]2)[C:3]=1[C:4]#[N:5].O=[C:14]([CH3:21])[CH2:15][C:16]([O:18][CH2:19][CH3:20])=[O:17], predict the reaction product. (3) The product is: [O:18]1[CH2:23][CH2:22][CH:21]([C:24]2[CH:2]=[C:1]([NH2:3])[N:35]([C:32]3[CH:33]=[CH:34][C:29]([CH3:37])=[CH:30][CH:31]=3)[N:36]=2)[CH2:20][CH2:19]1. Given the reactants [C:1](#[N:3])[CH3:2].CC([O-])(CC)C.[K+].C1(C)C=CC=CC=1.[O:18]1[CH2:23][CH2:22][CH:21]([C:24](OC)=O)[CH2:20][CH2:19]1.Cl.[C:29]1([CH3:37])[CH:34]=[CH:33][C:32]([NH:35][NH2:36])=[CH:31][CH:30]=1.Cl, predict the reaction product. (4) Given the reactants COC(=O)[O:4][CH2:5][CH2:6][O:7][C:8]1[CH:13]=[C:12]([O:14][CH3:15])[CH:11]=[C:10]([C:16](=[N:29][C:30]2[CH:35]=[CH:34][C:33]([C:36]#[N:37])=[CH:32][CH:31]=2)[C:17]2[NH:21][C:20](=[O:22])[N:19]([C:23]3[N:28]=[CH:27][CH:26]=[CH:25][N:24]=3)[N:18]=2)[C:9]=1[F:38].C([BH3-])#N.[Na+].C(O)(=O)C.[OH-].[Na+], predict the reaction product. The product is: [F:38][C:9]1[C:8]([O:7][CH2:6][CH2:5][OH:4])=[CH:13][C:12]([O:14][CH3:15])=[CH:11][C:10]=1[CH:16]([NH:29][C:30]1[CH:31]=[CH:32][C:33]([C:36]#[N:37])=[CH:34][CH:35]=1)[C:17]1[NH:21][C:20](=[O:22])[N:19]([C:23]2[N:24]=[CH:25][CH:26]=[CH:27][N:28]=2)[N:18]=1.